The task is: Predict which catalyst facilitates the given reaction.. This data is from Catalyst prediction with 721,799 reactions and 888 catalyst types from USPTO. Reactant: [N:1]1([S:6]([N:9]2[CH2:14][CH2:13][CH2:12][CH2:11][CH2:10]2)(=[O:8])=[O:7])[CH:5]=[CH:4][N:3]=[CH:2]1.[O:15](C)[S:16]([C:19]([F:22])([F:21])[F:20])(=[O:18])=[O:17]. Product: [O-:18][S:16]([C:19]([F:22])([F:21])[F:20])(=[O:17])=[O:15].[CH3:19][N+:3]1[CH:4]=[CH:5][N:1]([S:6]([N:9]2[CH2:14][CH2:13][CH2:12][CH2:11][CH2:10]2)(=[O:8])=[O:7])[CH:2]=1. The catalyst class is: 2.